From a dataset of Catalyst prediction with 721,799 reactions and 888 catalyst types from USPTO. Predict which catalyst facilitates the given reaction. (1) Reactant: [C:1](#[N:4])[CH:2]=[CH2:3].O1[CH:9]=[CH:8][CH:7]=[CH:6]1.C([O:12]C(=O)C)C. Product: [C:2]12([C:1]#[N:4])[O:12][CH:7]([CH:8]=[CH:9]1)[CH2:6][CH2:3]2. The catalyst class is: 530. (2) The catalyst class is: 18. Reactant: Br[CH2:2][C:3]1[C:4]([C:13]2[S:14][CH:15]=[CH:16][CH:17]=2)=[N:5][O:6][C:7]=1[C:8]([O:10][CH2:11][CH3:12])=[O:9].[CH2:18]([O:20][C:21](=[O:35])[CH2:22][NH:23][CH2:24][C:25]1[CH:30]=[CH:29][C:28]([O:31][CH3:32])=[CH:27][C:26]=1[O:33][CH3:34])[CH3:19].C(=O)([O-])[O-].[K+].[K+].CCOC(C)=O. Product: [CH3:34][O:33][C:26]1[CH:27]=[C:28]([O:31][CH3:32])[CH:29]=[CH:30][C:25]=1[CH2:24][N:23]([CH2:2][C:3]1[C:4]([C:13]2[S:14][CH:15]=[CH:16][CH:17]=2)=[N:5][O:6][C:7]=1[C:8]([O:10][CH2:11][CH3:12])=[O:9])[CH2:22][C:21]([O:20][CH2:18][CH3:19])=[O:35]. (3) Reactant: [N+:1]([C:4]1[CH:12]=[CH:11][CH:10]=[C:9]2[C:5]=1[CH2:6][CH2:7][CH:8]2[N:13]1[CH:18]=[CH:17][CH:16]=[C:15]([C:19]([NH:21][C:22]2[CH:27]=[CH:26][N:25]=[CH:24][CH:23]=2)=[O:20])[C:14]1=[O:28])([O-])=O.Cl[Sn]Cl.O. Product: [NH2:1][C:4]1[CH:12]=[CH:11][CH:10]=[C:9]2[C:5]=1[CH2:6][CH2:7][CH:8]2[N:13]1[CH:18]=[CH:17][CH:16]=[C:15]([C:19]([NH:21][C:22]2[CH:27]=[CH:26][N:25]=[CH:24][CH:23]=2)=[O:20])[C:14]1=[O:28]. The catalyst class is: 14. (4) Reactant: [Br:1][C:2]1[CH:3]=[C:4]([NH:10][C:11]2[N:16]=[CH:15][C:14]([N:17]3[CH2:22][CH2:21][N:20](C(OC(C)(C)C)=O)[CH2:19][CH2:18]3)=[CH:13][CH:12]=2)[C:5](=[O:9])[N:6]([CH3:8])[CH:7]=1. Product: [Br:1][C:2]1[CH:3]=[C:4]([NH:10][C:11]2[CH:12]=[CH:13][C:14]([N:17]3[CH2:22][CH2:21][NH:20][CH2:19][CH2:18]3)=[CH:15][N:16]=2)[C:5](=[O:9])[N:6]([CH3:8])[CH:7]=1. The catalyst class is: 89. (5) Reactant: [C:1]([C:3]1[CH:8]=[CH:7][C:6]([N:9]2[C@@H:13]3[CH2:14][CH2:15][CH2:16][CH2:17][C@H:12]3[N:11]([C:18]3[CH:26]=[CH:25][C:21]([C:22](O)=[O:23])=[C:20]([F:27])[CH:19]=3)[C:10]2=[O:28])=[CH:5][C:4]=1[C:29]([F:32])([F:31])[F:30])#[N:2].Cl.[CH3:34][O:35][NH2:36].C(N(CC)CC)C.CN(C(ON1N=NC2C=CC=NC1=2)=[N+](C)C)C.F[P-](F)(F)(F)(F)F. Product: [C:1]([C:3]1[CH:8]=[CH:7][C:6]([N:9]2[C@@H:13]3[CH2:14][CH2:15][CH2:16][CH2:17][C@H:12]3[N:11]([C:18]3[CH:26]=[CH:25][C:21]([C:22]([NH:36][O:35][CH3:34])=[O:23])=[C:20]([F:27])[CH:19]=3)[C:10]2=[O:28])=[CH:5][C:4]=1[C:29]([F:31])([F:30])[F:32])#[N:2]. The catalyst class is: 18. (6) Reactant: Cl.[N+:2]([C:5]1[CH:10]=[CH:9][C:8]([C:11]2[CH2:17][CH:16]3[N:18](C(OC(C)(C)C)=O)[CH:13]([CH2:14][CH2:15]3)[CH:12]=2)=[CH:7][CH:6]=1)([O-:4])=[O:3]. Product: [N+:2]([C:5]1[CH:6]=[CH:7][C:8]([C:11]2[CH2:12][CH:13]3[NH:18][CH:16]([CH2:15][CH2:14]3)[CH:17]=2)=[CH:9][CH:10]=1)([O-:4])=[O:3]. The catalyst class is: 258.